This data is from Full USPTO retrosynthesis dataset with 1.9M reactions from patents (1976-2016). The task is: Predict the reactants needed to synthesize the given product. Given the product [F:40][C:37]([F:38])([F:39])[CH2:36][N:17]([CH2:16][C:15]([F:14])([F:41])[F:42])[C:18]1[CH:35]=[CH:34][C:21]2[NH:22][C:23]([C:25]3[CH:26]=[CH:27][C:28]([C:29]([NH:11][C:10]4[CH:12]=[CH:13][C:7]([N:4]5[CH2:3][CH2:2][O:1][CH2:6][CH2:5]5)=[CH:8][CH:9]=4)=[O:30])=[CH:32][CH:33]=3)=[N:24][C:20]=2[CH:19]=1, predict the reactants needed to synthesize it. The reactants are: [O:1]1[CH2:6][CH2:5][N:4]([C:7]2[CH:13]=[CH:12][C:10]([NH2:11])=[CH:9][CH:8]=2)[CH2:3][CH2:2]1.[F:14][C:15]([F:42])([F:41])[CH2:16][N:17]([CH2:36][C:37]([F:40])([F:39])[F:38])[C:18]1[CH:35]=[CH:34][C:21]2[NH:22][C:23]([C:25]3[CH:33]=[CH:32][C:28]([C:29]([O-])=[O:30])=[CH:27][CH:26]=3)=[N:24][C:20]=2[CH:19]=1.